From a dataset of Peptide-MHC class I binding affinity with 185,985 pairs from IEDB/IMGT. Regression. Given a peptide amino acid sequence and an MHC pseudo amino acid sequence, predict their binding affinity value. This is MHC class I binding data. The peptide sequence is FMTLVPVLEK. The MHC is HLA-A68:01 with pseudo-sequence HLA-A68:01. The binding affinity (normalized) is 0.936.